From a dataset of Full USPTO retrosynthesis dataset with 1.9M reactions from patents (1976-2016). Predict the reactants needed to synthesize the given product. (1) Given the product [Cl:1][C:2]1[C:3]([CH:10]2[CH2:12][CH2:11]2)=[N:4][CH:5]=[C:6]([CH2:8][CH3:9])[N:7]=1.[Cl:1][C:19]1[C:18]([CH2:22][CH3:23])=[N:17][CH:16]=[C:15]([CH:12]2[CH2:14][CH2:13]2)[N:20]=1, predict the reactants needed to synthesize it. The reactants are: [Cl:1][C:2]1[C:3]([CH2:10][CH3:11])=[N:4][CH:5]=[C:6]([CH2:8][CH3:9])[N:7]=1.[CH:12]1([CH:15]2[NH:20][C:19](=O)[CH:18]([CH2:22][CH3:23])[NH:17][C:16]2=O)[CH2:14][CH2:13]1. (2) Given the product [CH2:12]([O:14][C:15]([C:16]1[CH:17]=[C:18]([CH3:19])[N:11]([C:3]2[CH:2]=[CH:1][CH:6]=[C:5]([S:7]([OH:10])(=[O:8])=[O:9])[CH:4]=2)[C:21]=1[C:22]1[CH:23]=[CH:24][CH:25]=[CH:26][CH:27]=1)=[O:29])[CH3:13], predict the reactants needed to synthesize it. The reactants are: [CH:1]1[CH:6]=[C:5]([S:7]([OH:10])(=[O:9])=[O:8])[CH:4]=[C:3]([NH2:11])[CH:2]=1.[CH2:12]([O:14][C:15](=[O:29])[CH:16]([C:21](=O)[C:22]1[CH:27]=[CH:26][CH:25]=[CH:24][CH:23]=1)[CH2:17][C:18](=O)[CH3:19])[CH3:13].[OH-].[Na+].CC1C=CC(S(O)(=O)=O)=CC=1.Cl. (3) Given the product [Cl:1][C:2]1[N:7]=[C:6]([NH:8][CH3:9])[N:5]=[C:4]([N:10]2[CH2:11][CH2:12][CH:13]([C:16]([NH:28][CH2:27][C:22]3[CH:23]=[CH:24][CH:25]=[CH:26][C:21]=3[C:20]([F:19])([F:29])[F:30])=[O:18])[CH2:14][CH2:15]2)[N:3]=1, predict the reactants needed to synthesize it. The reactants are: [Cl:1][C:2]1[N:7]=[C:6]([NH:8][CH3:9])[N:5]=[C:4]([N:10]2[CH2:15][CH2:14][CH:13]([C:16]([OH:18])=O)[CH2:12][CH2:11]2)[N:3]=1.[F:19][C:20]([F:30])([F:29])[C:21]1[CH:26]=[CH:25][CH:24]=[CH:23][C:22]=1[CH2:27][NH2:28].CCN=C=NCCCN(C)C.C1C=CC2N(O)N=NC=2C=1.C(N(C(C)C)CC)(C)C. (4) Given the product [Si:10]([O:2][CH2:1][CH2:3][NH2:4])([C:13]([CH3:16])([CH3:15])[CH3:14])([CH3:12])[CH3:11], predict the reactants needed to synthesize it. The reactants are: [CH2:1]([CH2:3][NH2:4])[OH:2].N1C=CN=C1.[Si:10](Cl)([C:13]([CH3:16])([CH3:15])[CH3:14])([CH3:12])[CH3:11].C(=O)([O-])O.[Na+]. (5) Given the product [CH:36]1([C:34]([NH:33][C:31]2[N:32]=[C:27]3[CH:26]=[CH:25][C:24]([O:23][C:22]4[CH:39]=[CH:40][C:41]([CH3:42])=[C:20]([NH:19][C:7]([C:6]5[N:2]([CH3:1])[N:3]=[CH:4][CH:5]=5)=[O:9])[CH:21]=4)=[CH:29][N:28]3[N:30]=2)=[O:35])[CH2:37][CH2:38]1, predict the reactants needed to synthesize it. The reactants are: [CH3:1][N:2]1[C:6]([C:7]([OH:9])=O)=[CH:5][CH:4]=[N:3]1.O1CCCC1.S(Cl)(Cl)=O.[NH2:19][C:20]1[CH:21]=[C:22]([CH:39]=[CH:40][C:41]=1[CH3:42])[O:23][C:24]1[CH:25]=[CH:26][C:27]2[N:28]([N:30]=[C:31]([NH:33][C:34]([CH:36]3[CH2:38][CH2:37]3)=[O:35])[N:32]=2)[CH:29]=1.